Dataset: Catalyst prediction with 721,799 reactions and 888 catalyst types from USPTO. Task: Predict which catalyst facilitates the given reaction. Reactant: C1([O:6][C:7](=[O:43])[CH:8]([O:37][CH:38]2[CH2:42][CH2:41][CH2:40][CH2:39]2)[CH2:9][C:10]2[CH:15]=[CH:14][C:13]([O:16][CH2:17][CH2:18][CH:19]3[CH2:23][N:22]([CH2:24][C:25]4[CH:30]=[CH:29][C:28]([C:31]([F:34])([F:33])[F:32])=[CH:27][CH:26]=4)[C:21](=[O:35])[N:20]3[CH3:36])=[CH:12][CH:11]=2)CCCC1.[OH-].[Na+]. Product: [CH:38]1([O:37][CH:8]([CH2:9][C:10]2[CH:15]=[CH:14][C:13]([O:16][CH2:17][CH2:18][CH:19]3[CH2:23][N:22]([CH2:24][C:25]4[CH:26]=[CH:27][C:28]([C:31]([F:34])([F:32])[F:33])=[CH:29][CH:30]=4)[C:21](=[O:35])[N:20]3[CH3:36])=[CH:12][CH:11]=2)[C:7]([OH:43])=[O:6])[CH2:42][CH2:41][CH2:40][CH2:39]1. The catalyst class is: 8.